Dataset: Catalyst prediction with 721,799 reactions and 888 catalyst types from USPTO. Task: Predict which catalyst facilitates the given reaction. (1) Reactant: [BH-](OC(C)=O)(OC(C)=O)OC(C)=O.[Na+].O1C=CC=C1C1NC2C=CC(NCC3C=CC=C(C)C=3)=CC=2N=1.ClC1C=C(C=CC=1)CNC1C=CC2NC(C3OC=CC=3)=NC=2C=1.[F:61][C:62]1[CH:63]=[C:64]([CH:81]=[CH:82][CH:83]=1)[CH2:65][NH:66][C:67]1[CH:80]=[CH:79][C:70]2[NH:71][C:72]([C:74]3[O:75][CH:76]=[CH:77][CH:78]=3)=[N:73][C:69]=2[CH:68]=1.CC1C=C(C=CC=1)CNC1C=CC2NC(C3NC=CC=3)=NC=2C=1. Product: [F:61][C:62]1[CH:63]=[C:64]([CH:81]=[CH:82][CH:83]=1)/[CH:65]=[N:66]/[C:67]1[CH:80]=[CH:79][C:70]2[NH:71][C:72]([C:74]3[O:75][CH:76]=[CH:77][CH:78]=3)=[N:73][C:69]=2[CH:68]=1. The catalyst class is: 23. (2) Reactant: C(OC([N:8]1[CH2:13][CH2:12][C:11](=[CH:14][C:15]2[CH:20]=[CH:19][C:18]([O:21][CH2:22][C:23]3[CH:28]=[CH:27][CH:26]=[CH:25][CH:24]=3)=[CH:17][CH:16]=2)[CH2:10][CH2:9]1)=O)(C)(C)C.Cl. Product: [CH2:22]([O:21][C:18]1[CH:19]=[CH:20][C:15]([CH:14]=[C:11]2[CH2:12][CH2:13][NH:8][CH2:9][CH2:10]2)=[CH:16][CH:17]=1)[C:23]1[CH:24]=[CH:25][CH:26]=[CH:27][CH:28]=1. The catalyst class is: 8. (3) Reactant: [CH3:1][C:2]([CH3:35])([CH3:34])[C:3]([O:5][CH2:6][N:7]1[C:15]2[N:14]=[CH:13][N:12]([C:16]3[CH:21]=[CH:20][CH:19]=[CH:18][C:17]=3[CH:22]=[O:23])[C:11]=2[C:10](=[O:24])[N:9]([CH2:25][O:26][C:27](=[O:32])[C:28]([CH3:31])([CH3:30])[CH3:29])[C:8]1=[O:33])=[O:4].[Cl:36]N1C(=O)CCC1=O. Product: [CH3:1][C:2]([CH3:35])([CH3:34])[C:3]([O:5][CH2:6][N:7]1[C:15]2[N:14]=[C:13]([Cl:36])[N:12]([C:16]3[CH:21]=[CH:20][CH:19]=[CH:18][C:17]=3[CH:22]=[O:23])[C:11]=2[C:10](=[O:24])[N:9]([CH2:25][O:26][C:27](=[O:32])[C:28]([CH3:29])([CH3:31])[CH3:30])[C:8]1=[O:33])=[O:4]. The catalyst class is: 42. (4) Reactant: Cl[C:2]1[N:7]=[C:6]([NH:8][C:9]([C:11]2([C:14]3[CH:24]=[CH:23][C:17]4[O:18][C:19]([F:22])([F:21])[O:20][C:16]=4[CH:15]=3)[CH2:13][CH2:12]2)=[O:10])[CH:5]=[C:4]([CH3:25])[C:3]=1[CH3:26].[CH3:27][O:28][C:29]1[N:34]=[CH:33][C:32](B(O)O)=[CH:31][CH:30]=1.C([O-])([O-])=O.[Na+].[Na+]. Product: [F:21][C:19]1([F:22])[O:18][C:17]2[CH:23]=[CH:24][C:14]([C:11]3([C:9]([NH:8][C:6]4[N:7]=[C:2]([C:32]5[CH:33]=[N:34][C:29]([O:28][CH3:27])=[CH:30][CH:31]=5)[C:3]([CH3:26])=[C:4]([CH3:25])[CH:5]=4)=[O:10])[CH2:13][CH2:12]3)=[CH:15][C:16]=2[O:20]1. The catalyst class is: 104. (5) Reactant: [Br:1][C:2]1[C:3]([CH3:12])=[C:4]([CH:9]=[CH:10][CH:11]=1)[C:5](OC)=[O:6].[H-].[Al+3].[Li+].[H-].[H-].[H-].O.O.O.O.O.O.O.O.O.O.[O-]S([O-])(=O)=O.[Na+].[Na+]. Product: [Br:1][C:2]1[C:3]([CH3:12])=[C:4]([CH:9]=[CH:10][CH:11]=1)[CH2:5][OH:6]. The catalyst class is: 7. (6) Reactant: [F:1][C:2]1[CH:3]=[C:4]([C:9](=[O:11])[CH3:10])[CH:5]=[C:6]([F:8])[CH:7]=1.[BH4-].[Na+]. Product: [F:1][C:2]1[CH:3]=[C:4]([CH:9]([OH:11])[CH3:10])[CH:5]=[C:6]([F:8])[CH:7]=1. The catalyst class is: 5.